Dataset: Forward reaction prediction with 1.9M reactions from USPTO patents (1976-2016). Task: Predict the product of the given reaction. (1) Given the reactants [Br:1][C:2]1[CH:7]=[C:6]([F:8])[CH:5]=[CH:4][C:3]=1[CH:9]1[C:14]([C:15]([O:17][CH2:18][CH3:19])=[O:16])=[C:13]([CH2:20]Br)[NH:12][C:11]([C:22]2[S:23][CH:24]=[C:25]([CH2:27][C:28]([O:30][CH3:31])=[O:29])[N:26]=2)=[N:10]1.[NH:32]1[CH2:37][CH2:36][O:35][CH2:34][C@H:33]1[C:38]([OH:40])=[O:39], predict the reaction product. The product is: [Br:1][C:2]1[CH:7]=[C:6]([F:8])[CH:5]=[CH:4][C:3]=1[CH:9]1[N:10]=[C:11]([C:22]2[S:23][CH:24]=[C:25]([CH2:27][C:28]([O:30][CH3:31])=[O:29])[N:26]=2)[NH:12][C:13]([CH2:20][N:32]2[CH2:37][CH2:36][O:35][CH2:34][C@H:33]2[C:38]([OH:40])=[O:39])=[C:14]1[C:15]([O:17][CH2:18][CH3:19])=[O:16]. (2) Given the reactants [CH2:1]1[C:10]2[C:5](=[CH:6][CH:7]=[CH:8][CH:9]=2)[CH2:4][C@@H:3]([CH2:11][OH:12])[NH:2]1.[CH3:13][C:14](OC(C)=O)=[O:15].C([O-])([O-])=O.[K+].[K+].CC(O)=O, predict the reaction product. The product is: [OH:12][CH2:11][C@@H:3]1[CH2:4][C:5]2[C:10](=[CH:9][CH:8]=[CH:7][CH:6]=2)[CH2:1][N:2]1[C:14](=[O:15])[CH3:13].